From a dataset of NCI-60 drug combinations with 297,098 pairs across 59 cell lines. Regression. Given two drug SMILES strings and cell line genomic features, predict the synergy score measuring deviation from expected non-interaction effect. (1) Drug 1: C1CN1C2=NC(=NC(=N2)N3CC3)N4CC4. Drug 2: CC12CCC3C(C1CCC2O)C(CC4=C3C=CC(=C4)O)CCCCCCCCCS(=O)CCCC(C(F)(F)F)(F)F. Cell line: SW-620. Synergy scores: CSS=17.5, Synergy_ZIP=-7.63, Synergy_Bliss=-5.47, Synergy_Loewe=-10.0, Synergy_HSA=-4.52. (2) Drug 1: CC1=C(C(CCC1)(C)C)C=CC(=CC=CC(=CC(=O)O)C)C. Drug 2: CCCCC(=O)OCC(=O)C1(CC(C2=C(C1)C(=C3C(=C2O)C(=O)C4=C(C3=O)C=CC=C4OC)O)OC5CC(C(C(O5)C)O)NC(=O)C(F)(F)F)O. Cell line: NCI/ADR-RES. Synergy scores: CSS=-1.45, Synergy_ZIP=0.194, Synergy_Bliss=6.68, Synergy_Loewe=-3.44, Synergy_HSA=0.148. (3) Drug 1: COC1=C(C=C2C(=C1)N=CN=C2NC3=CC(=C(C=C3)F)Cl)OCCCN4CCOCC4. Drug 2: CN(CC1=CN=C2C(=N1)C(=NC(=N2)N)N)C3=CC=C(C=C3)C(=O)NC(CCC(=O)O)C(=O)O. Cell line: SNB-19. Synergy scores: CSS=51.0, Synergy_ZIP=3.07, Synergy_Bliss=3.22, Synergy_Loewe=-23.3, Synergy_HSA=5.20. (4) Drug 1: COC1=CC(=CC(=C1O)OC)C2C3C(COC3=O)C(C4=CC5=C(C=C24)OCO5)OC6C(C(C7C(O6)COC(O7)C8=CC=CS8)O)O. Drug 2: C(CCl)NC(=O)N(CCCl)N=O. Cell line: UACC62. Synergy scores: CSS=31.6, Synergy_ZIP=-6.33, Synergy_Bliss=1.40, Synergy_Loewe=-23.8, Synergy_HSA=1.45. (5) Drug 1: CC1=C(C=C(C=C1)NC(=O)C2=CC=C(C=C2)CN3CCN(CC3)C)NC4=NC=CC(=N4)C5=CN=CC=C5. Drug 2: CS(=O)(=O)CCNCC1=CC=C(O1)C2=CC3=C(C=C2)N=CN=C3NC4=CC(=C(C=C4)OCC5=CC(=CC=C5)F)Cl. Cell line: COLO 205. Synergy scores: CSS=0.652, Synergy_ZIP=1.07, Synergy_Bliss=0.333, Synergy_Loewe=-0.482, Synergy_HSA=-1.29. (6) Drug 1: C1=CC(=CC=C1CCC2=CNC3=C2C(=O)NC(=N3)N)C(=O)NC(CCC(=O)O)C(=O)O. Drug 2: CC1=C2C(C(=O)C3(C(CC4C(C3C(C(C2(C)C)(CC1OC(=O)C(C(C5=CC=CC=C5)NC(=O)C6=CC=CC=C6)O)O)OC(=O)C7=CC=CC=C7)(CO4)OC(=O)C)O)C)OC(=O)C. Cell line: SW-620. Synergy scores: CSS=45.1, Synergy_ZIP=1.40, Synergy_Bliss=2.63, Synergy_Loewe=0.815, Synergy_HSA=5.96. (7) Drug 1: C1=CN(C(=O)N=C1N)C2C(C(C(O2)CO)O)O.Cl. Drug 2: CCC1(CC2CC(C3=C(CCN(C2)C1)C4=CC=CC=C4N3)(C5=C(C=C6C(=C5)C78CCN9C7C(C=CC9)(C(C(C8N6C)(C(=O)OC)O)OC(=O)C)CC)OC)C(=O)OC)O.OS(=O)(=O)O. Cell line: UO-31. Synergy scores: CSS=23.4, Synergy_ZIP=-11.5, Synergy_Bliss=-2.01, Synergy_Loewe=-3.09, Synergy_HSA=-1.83. (8) Drug 1: C1=CC(=CC=C1CCC2=CNC3=C2C(=O)NC(=N3)N)C(=O)NC(CCC(=O)O)C(=O)O. Synergy scores: CSS=35.9, Synergy_ZIP=-8.88, Synergy_Bliss=-8.70, Synergy_Loewe=-6.54, Synergy_HSA=-5.11. Cell line: NCI-H460. Drug 2: CCC1(C2=C(COC1=O)C(=O)N3CC4=CC5=C(C=CC(=C5CN(C)C)O)N=C4C3=C2)O.Cl. (9) Drug 1: CN1CCC(CC1)COC2=C(C=C3C(=C2)N=CN=C3NC4=C(C=C(C=C4)Br)F)OC. Drug 2: CNC(=O)C1=NC=CC(=C1)OC2=CC=C(C=C2)NC(=O)NC3=CC(=C(C=C3)Cl)C(F)(F)F. Cell line: MALME-3M. Synergy scores: CSS=27.1, Synergy_ZIP=-7.67, Synergy_Bliss=-2.05, Synergy_Loewe=-5.61, Synergy_HSA=-4.53. (10) Drug 1: C1CCC(CC1)NC(=O)N(CCCl)N=O. Drug 2: C1=CN(C=N1)CC(O)(P(=O)(O)O)P(=O)(O)O. Cell line: UACC62. Synergy scores: CSS=1.02, Synergy_ZIP=-8.49, Synergy_Bliss=-15.8, Synergy_Loewe=-16.6, Synergy_HSA=-15.5.